From a dataset of Full USPTO retrosynthesis dataset with 1.9M reactions from patents (1976-2016). Predict the reactants needed to synthesize the given product. Given the product [NH2:1][C:2]1[C:11]2=[CH:12][N:13]([CH:15]3[O:16][CH:17]([C:23]([CH3:31])([CH3:30])[O:24][SiH2:25][C:26]([CH3:29])([CH3:28])[CH3:27])[CH:18]([O:22][C:63](=[O:64])[CH:59]([NH:58][C:48]([O:50][CH2:51][C:52]4[CH:53]=[CH:54][CH:55]=[CH:56][CH:57]=4)=[O:49])[CH:60]([CH3:62])[CH3:61])[C:19]3([OH:21])[CH3:20])[N:14]=[C:9]3[C:10]2=[C:4]([C:5](=[O:32])[NH:6][N:7]=[CH:8]3)[CH:3]=1, predict the reactants needed to synthesize it. The reactants are: [NH2:1][C:2]1[C:11]2=[CH:12][N:13]([CH:15]3[C:19]([OH:21])([CH3:20])[CH:18]([OH:22])[CH:17]([C:23]([CH3:31])([CH3:30])[O:24][SiH2:25][C:26]([CH3:29])([CH3:28])[CH3:27])[O:16]3)[N:14]=[C:9]3[C:10]2=[C:4]([C:5](=[O:32])[NH:6][N:7]=[CH:8]3)[CH:3]=1.C1CCC(N=C=NC2CCCCC2)CC1.[C:48]([NH:58][C@H:59]([C:63](O)=[O:64])[CH:60]([CH3:62])[CH3:61])([O:50][CH2:51][C:52]1[CH:57]=[CH:56][CH:55]=[CH:54][CH:53]=1)=[O:49].